Dataset: Forward reaction prediction with 1.9M reactions from USPTO patents (1976-2016). Task: Predict the product of the given reaction. (1) Given the reactants C[C:2](C)([O-:4])C.[Na+].C[C:8]1[CH:9]=[CH:10][CH:11]=[CH:12][C:13]=1C.[N:15]1([C:22]2[C:23]([CH3:36])=[C:24]([CH3:35])[C:25]3[O:29][C:28]([CH3:31])([CH3:30])[C:27](=[O:32])[C:26]=3[C:33]=2[CH3:34])[CH2:21][CH2:20][CH2:19][NH:18][CH2:17][CH2:16]1, predict the reaction product. The product is: [CH3:2][O:4][C:13]1[CH:12]=[CH:11][C:10]([N:18]2[CH2:19][CH2:20][CH2:21][N:15]([C:22]3[C:23]([CH3:36])=[C:24]([CH3:35])[C:25]4[O:29][C:28]([CH3:31])([CH3:30])[C:27](=[O:32])[C:26]=4[C:33]=3[CH3:34])[CH2:16][CH2:17]2)=[CH:9][CH:8]=1. (2) The product is: [Cl:17][C:18]1[CH:23]=[C:22]([Cl:24])[CH:21]=[CH:20][C:19]=1/[CH:25]=[CH:26]/[C:27]([NH:16][C:13]1[CH:14]=[CH:15][N:11]([CH2:10][CH2:9][CH2:8][CH2:7][C:2](=[O:6])[CH3:1])[N:12]=1)=[O:28]. Given the reactants [CH3:1][C:2]1([CH2:7][CH2:8][CH2:9][CH2:10][N:11]2[CH:15]=[CH:14][C:13]([NH2:16])=[N:12]2)[O:6]CCO1.[Cl:17][C:18]1[CH:23]=[C:22]([Cl:24])[CH:21]=[CH:20][C:19]=1/[CH:25]=[CH:26]/[C:27](O)=[O:28], predict the reaction product. (3) Given the reactants [Cl:1][CH2:2][CH2:3][CH2:4][CH:5]([C:8]1[CH:13]=[CH:12][CH:11]=[CH:10][CH:9]=1)[C:6]#[N:7].[CH2:14]([OH:16])[CH3:15].C(Cl)(=O)C, predict the reaction product. The product is: [ClH:1].[Cl:1][CH2:2][CH2:3][CH2:4][CH:5]([C:8]1[CH:13]=[CH:12][CH:11]=[CH:10][CH:9]=1)[C:6](=[NH:7])[O:16][CH2:14][CH3:15]. (4) Given the reactants [CH:1]1[C:11]2[CH2:10][CH2:9][C:8]3[CH:12]=[CH:13][CH:14]=[CH:15][C:7]=3[C:6](=[CH:16][C:17]3[CH:24]=[CH:23][CH:22]=[CH:21][C:18]=3[CH:19]=O)[C:5]=2[CH:4]=[CH:3][CH:2]=1.Cl.[NH2:26][OH:27].CCOC(C)=O.CCCCCC, predict the reaction product. The product is: [CH:1]1[C:11]2[CH2:10][CH2:9][C:8]3[CH:12]=[CH:13][CH:14]=[CH:15][C:7]=3[C:6](=[CH:16][C:17]3[CH:24]=[CH:23][CH:22]=[CH:21][C:18]=3[CH:19]=[N:26][OH:27])[C:5]=2[CH:4]=[CH:3][CH:2]=1. (5) Given the reactants Cl[C:2]1[CH:7]=[C:6]([C:8]2[CH:13]=[CH:12][C:11]([C:14]([F:17])([F:16])[F:15])=[CH:10][CH:9]=2)[N:5]=[CH:4][N:3]=1.C([Sn](CCCC)(CCCC)[C:23]([O:25]CC)=[CH2:24])CCC, predict the reaction product. The product is: [F:15][C:14]([F:17])([F:16])[C:11]1[CH:12]=[CH:13][C:8]([C:6]2[N:5]=[CH:4][N:3]=[C:2]([C:23](=[O:25])[CH3:24])[CH:7]=2)=[CH:9][CH:10]=1. (6) The product is: [C:1]([O:5][C:6](=[O:33])[NH:7][C@H:8]([C:12](=[O:32])[NH:13][C@H:14]([B:19]1[O:27][C@H:26]2[C@:21]([CH3:31])([C@H:22]3[CH2:28][C@@H:24]([CH2:25]2)[C:23]3([CH3:30])[CH3:29])[O:20]1)[CH2:15][CH:16]([CH3:18])[CH3:17])[CH3:9])([CH3:3])([CH3:4])[CH3:2]. Given the reactants [C:1]([O:5][C:6](=[O:33])[NH:7][C@H:8]([C:12](=[O:32])[NH:13][C@H:14]([B:19]1[O:27][C@H:26]2[C@:21]([CH3:31])([C@H:22]3[CH2:28][C@@H:24]([CH2:25]2)[C:23]3([CH3:30])[CH3:29])[O:20]1)[CH2:15][CH:16]([CH3:18])[CH3:17])[CH:9](C)C)([CH3:4])([CH3:3])[CH3:2].C(N[C@H](C(O)=O)C)(OC(C)(C)C)=O, predict the reaction product. (7) Given the reactants [CH2:1]([O:8][C:9]1[CH:14]=[CH:13][C:12]([C:15]2[CH:16]=[C:17]([C:31](O)=[O:32])[C:18]3[C:23]([CH3:24])=[N:22][N:21]([CH:25]4[CH2:30][CH2:29][CH2:28][CH2:27][O:26]4)[C:19]=3[N:20]=2)=[C:11]([F:34])[CH:10]=1)[C:2]1[CH:7]=[CH:6][CH:5]=[CH:4][CH:3]=1.[C:35]([O:39][C:40](=[O:54])[NH:41][C:42]1([C:48]2[CH:53]=[CH:52][CH:51]=[CH:50][CH:49]=2)[CH2:47][CH2:46][NH:45][CH2:44][CH2:43]1)([CH3:38])([CH3:37])[CH3:36].CCN(C(C)C)C(C)C, predict the reaction product. The product is: [C:35]([O:39][C:40](=[O:54])[NH:41][C:42]1([C:48]2[CH:49]=[CH:50][CH:51]=[CH:52][CH:53]=2)[CH2:43][CH2:44][N:45]([C:31]([C:17]2[C:18]3[C:23]([CH3:24])=[N:22][N:21]([CH:25]4[CH2:30][CH2:29][CH2:28][CH2:27][O:26]4)[C:19]=3[N:20]=[C:15]([C:12]3[CH:13]=[CH:14][C:9]([O:8][CH2:1][C:2]4[CH:7]=[CH:6][CH:5]=[CH:4][CH:3]=4)=[CH:10][C:11]=3[F:34])[CH:16]=2)=[O:32])[CH2:46][CH2:47]1)([CH3:38])([CH3:36])[CH3:37]. (8) The product is: [F:32][C:26]1[CH:27]=[CH:28][CH:29]=[C:30]([F:31])[C:25]=1[CH2:24][O:23][C:22]1[C:17]2[N:18]([C:14]([C:12]([NH:11][CH2:10][C@@H:9]([C:35]([O:37][CH3:38])=[O:36])[NH2:8])=[O:13])=[C:15]([CH3:34])[N:16]=2)[CH:19]=[C:20]([CH3:33])[CH:21]=1. Given the reactants C(OC([NH:8][C@H:9]([C:35]([O:37][CH3:38])=[O:36])[CH2:10][NH:11][C:12]([C:14]1[N:18]2[CH:19]=[C:20]([CH3:33])[CH:21]=[C:22]([O:23][CH2:24][C:25]3[C:30]([F:31])=[CH:29][CH:28]=[CH:27][C:26]=3[F:32])[C:17]2=[N:16][C:15]=1[CH3:34])=[O:13])=O)(C)(C)C.Cl, predict the reaction product. (9) Given the reactants C(O[C:4](=[O:13])[C:5]1[CH:10]=[CH:9][C:8]([Br:11])=[CH:7][C:6]=1[CH3:12])C.BrN1C(=O)CCC1=O.C(OOC(=O)C1C=CC=CC=1)(=O)C1C=CC=CC=1.[F:40][CH:41]([F:44])[CH2:42][NH2:43].C(N(CC)CC)C, predict the reaction product. The product is: [Br:11][C:8]1[CH:7]=[C:6]2[C:5](=[CH:10][CH:9]=1)[C:4](=[O:13])[N:43]([CH2:42][CH:41]([F:44])[F:40])[CH2:12]2. (10) Given the reactants [Cl:1][C:2]1[CH:10]=[C:9]2[C:5]([C:6]([C:11]([N:13]3[CH2:18][CH2:17][N:16]([C:19]4[CH:24]=[CH:23][CH:22]=[CH:21][C:20]=4[O:25][CH3:26])[CH2:15][CH2:14]3)=[O:12])=[CH:7][NH:8]2)=[CH:4][CH:3]=1.Cl[CH2:28][C:29]([NH:31][CH3:32])=[O:30], predict the reaction product. The product is: [Cl:1][C:2]1[CH:10]=[C:9]2[C:5]([C:6]([C:11]([N:13]3[CH2:18][CH2:17][N:16]([C:19]4[CH:24]=[CH:23][CH:22]=[CH:21][C:20]=4[O:25][CH3:26])[CH2:15][CH2:14]3)=[O:12])=[CH:7][N:8]2[CH2:28][C:29]([NH:31][CH3:32])=[O:30])=[CH:4][CH:3]=1.